Dataset: Forward reaction prediction with 1.9M reactions from USPTO patents (1976-2016). Task: Predict the product of the given reaction. (1) Given the reactants [CH2:1]([O:3][C:4](=[O:17])[CH2:5][C:6](=O)[C:7]1[CH:12]=[CH:11][C:10]([N+:13]([O-:15])=[O:14])=[CH:9][CH:8]=1)[CH3:2].[NH:18]([C:20]1[N:25]=[CH:24][CH:23]=[CH:22][N:21]=1)[NH2:19], predict the reaction product. The product is: [CH2:1]([O:3][C:4](=[O:17])[CH2:5][C:6]([C:7]1[CH:12]=[CH:11][C:10]([N+:13]([O-:15])=[O:14])=[CH:9][CH:8]=1)=[N:19][NH:18][C:20]1[N:25]=[CH:24][CH:23]=[CH:22][N:21]=1)[CH3:2]. (2) Given the reactants C(OC([N:8]1[CH2:13][CH:12]([CH3:14])[NH:11][C:10](=[O:15])[CH:9]1[CH2:16][CH2:17][CH3:18])=O)(C)(C)C.[CH3:19]C([O-])(C)C.[K+].[NH2:25][C:26]1[CH:33]=[C:32]([CH2:34]Br)[CH:31]=[CH:30][C:27]=1[C:28]#[N:29].[NH4+:36].[Cl-], predict the reaction product. The product is: [NH2:36][C:28]1[C:27]2[C:26](=[CH:33][C:32]([CH2:34][N:11]3[CH:12]([CH3:14])[CH2:13][NH:8][CH:9]([CH2:16][CH2:17][CH3:18])[C:10]3=[O:15])=[CH:31][CH:30]=2)[N:25]=[CH:19][N:29]=1. (3) Given the reactants [N+:1]([C:4]1[CH:5]=[C:6]2[C:14]3=[C:15]([CH2:17][CH2:18][CH2:19][N:13]3[C:12]3[CH2:11][CH2:10][CH2:9][CH2:8][C:7]2=3)[CH:16]=1)([O-])=O, predict the reaction product. The product is: [CH:5]1[C:4]([NH2:1])=[CH:16][C:15]2[CH2:17][CH2:18][CH2:19][N:13]3[C:14]=2[C:6]=1[C:7]1[CH2:8][CH2:9][CH2:10][CH2:11][C:12]=13. (4) The product is: [NH:1]([C:38]([O:40][C:41]([CH3:43])([CH3:42])[CH3:44])=[O:39])[C@@H:2]([C:12]([NH:14][C@H:15]([C:20]([N:22]1[CH2:37][CH2:36][CH2:35][CH2:34][CH:23]1[C:24]([OH:26])=[O:25])=[O:21])[C@H:16]([CH2:18][CH3:19])[CH3:17])=[O:13])[CH2:3][C:4]1[CH:9]=[CH:8][C:7]([O:10][CH3:11])=[CH:6][CH:5]=1. Given the reactants [NH:1]([C:38]([O:40][C:41]([CH3:44])([CH3:43])[CH3:42])=[O:39])[C@@H:2]([C:12]([NH:14][C@H:15]([C:20]([N:22]1[CH2:37][CH2:36][CH2:35][CH2:34][CH:23]1[C:24]([O:26]CC1C=CC=CC=1)=[O:25])=[O:21])[C@H:16]([CH2:18][CH3:19])[CH3:17])=[O:13])[CH2:3][C:4]1[CH:9]=[CH:8][C:7]([O:10][CH3:11])=[CH:6][CH:5]=1, predict the reaction product. (5) Given the reactants [CH3:1][O:2][C:3]1[CH:8]=[CH:7][C:6]([S:9]([N:12]2[C@@H:17]([C:18]([O:20]CC)=[O:19])[CH:16]3[CH2:23][CH2:24][CH:13]2[CH2:14][CH2:15]3)(=[O:11])=[O:10])=[CH:5][CH:4]=1.CO.[OH-].[Na+].Cl, predict the reaction product. The product is: [CH3:1][O:2][C:3]1[CH:8]=[CH:7][C:6]([S:9]([N:12]2[C@@H:17]([C:18]([OH:20])=[O:19])[CH:16]3[CH2:23][CH2:24][CH:13]2[CH2:14][CH2:15]3)(=[O:11])=[O:10])=[CH:5][CH:4]=1. (6) Given the reactants [Cl:1][C:2]1[N:3]=[C:4]2[C:9](=[CH:10][CH:11]=1)[N:8]=[CH:7][C:6]([N+:12]([O-:14])=[O:13])=[C:5]2O.P(Cl)(Cl)([Cl:18])=O, predict the reaction product. The product is: [Cl:1][C:2]1[CH:11]=[CH:10][C:9]2[C:4](=[C:5]([Cl:18])[C:6]([N+:12]([O-:14])=[O:13])=[CH:7][N:8]=2)[N:3]=1. (7) Given the reactants [C:1]([C:5]1[CH:10]=[CH:9][C:8]([N:11]2[C@H:15]([C:16]3[CH:21]=[CH:20][C:19]([N+:22]([O-])=O)=[CH:18][CH:17]=3)[CH2:14][CH2:13][C@H:12]2[C:25]2[CH:30]=[CH:29][C:28]([N+:31]([O-])=O)=[CH:27][CH:26]=2)=[CH:7][CH:6]=1)([CH3:4])([CH3:3])[CH3:2], predict the reaction product. The product is: [C:1]([C:5]1[CH:6]=[CH:7][C:8]([N:11]2[C@H:15]([C:16]3[CH:21]=[CH:20][C:19]([NH2:22])=[CH:18][CH:17]=3)[CH2:14][CH2:13][C@H:12]2[C:25]2[CH:30]=[CH:29][C:28]([NH2:31])=[CH:27][CH:26]=2)=[CH:9][CH:10]=1)([CH3:4])([CH3:2])[CH3:3]. (8) Given the reactants NC1C=CC(C2N(C)C(C#N)=CC=2)=CC=1C(O)(C)C.C1N=CN(C(N2C=NC=C2)=[S:26])C=1.C1N=CN(C(N2C=NC=C2)=O)C=1.[CH3:44][C:45]1([CH3:63])[C:50]2[CH:51]=[C:52]([N:55]3[CH:59]=[CH:58][CH:57]=[C:56]3[C:60]#[N:61])[CH:53]=[CH:54][C:49]=2[NH:48][C:47](=O)[O:46]1, predict the reaction product. The product is: [CH3:44][C:45]1([CH3:63])[C:50]2[CH:51]=[C:52]([N:55]3[CH:59]=[CH:58][CH:57]=[C:56]3[C:60]#[N:61])[CH:53]=[CH:54][C:49]=2[NH:48][C:47](=[S:26])[O:46]1. (9) Given the reactants [CH:1]([C:3]1[N:11]2[C:6]([CH2:7][CH2:8][CH2:9][CH2:10]2)=[CH:5][C:4]=1[C:12]([O:14]C)=O)=O.O.[NH2:17][NH2:18], predict the reaction product. The product is: [C:12]1(=[O:14])[C:4]2[CH:5]=[C:6]3[N:11]([C:3]=2[CH:1]=[N:18][NH:17]1)[CH2:10][CH2:9][CH2:8][CH2:7]3.